This data is from Catalyst prediction with 721,799 reactions and 888 catalyst types from USPTO. The task is: Predict which catalyst facilitates the given reaction. (1) The catalyst class is: 33. Product: [Cl:24][C:18]1[CH:19]=[CH:20][CH:21]=[C:22]([F:23])[C:17]=1[C:15]1[S:14][C:13]2[C:8]([NH2:7])=[N:9][CH:10]=[C:11]([F:25])[C:12]=2[N:16]=1. Reactant: C(OC(=O)[NH:7][C:8]1[C:13]2[S:14][C:15]([C:17]3[C:22]([F:23])=[CH:21][CH:20]=[CH:19][C:18]=3[Cl:24])=[N:16][C:12]=2[C:11]([F:25])=[CH:10][N:9]=1)(C)(C)C. (2) Reactant: [CH:1]([C:4]1[C:9](=[O:10])[NH:8][C:7](=[O:11])[NH:6][C:5]=1[C:12]([C:14]1[CH:15]=[C:16]([C:22]#[N:23])[CH:17]=[C:18]([CH:21]=1)[C:19]#[N:20])=[O:13])([CH3:3])[CH3:2].[F:24][C:25]1[CH:30]=[C:29]([CH2:31]OS(C)(=O)=O)[CH:28]=[C:27]([NH:37][CH2:38][C:39]2[CH:44]=[CH:43][C:42]([O:45][CH3:46])=[CH:41][CH:40]=2)[N:26]=1.[I-].[Li+].C(=O)([O-])[O-].[K+].[K+]. Product: [F:24][C:25]1[CH:30]=[C:29]([CH2:31][N:6]2[C:5]([C:12]([C:14]3[CH:15]=[C:16]([C:22]#[N:23])[CH:17]=[C:18]([CH:21]=3)[C:19]#[N:20])=[O:13])=[C:4]([CH:1]([CH3:3])[CH3:2])[C:9](=[O:10])[NH:8][C:7]2=[O:11])[CH:28]=[C:27]([NH:37][CH2:38][C:39]2[CH:44]=[CH:43][C:42]([O:45][CH3:46])=[CH:41][CH:40]=2)[N:26]=1. The catalyst class is: 39. (3) Reactant: [NH2:1][CH2:2][C:3]1[C:4]([CH3:12])=[N:5][C:6]([O:10][CH3:11])=[CH:7][C:8]=1[OH:9].Cl[C:14]1[C:15]2[C:16](=[N:20][N:21]([CH2:23][C:24]3[CH:29]=[CH:28][C:27]([CH2:30][N:31]4[CH:35]=[CH:34][CH:33]=[N:32]4)=[CH:26][CH:25]=3)[CH:22]=2)[N:17]=[CH:18][N:19]=1.CCN(C(C)C)C(C)C. Product: [CH3:11][O:10][C:6]1[N:5]=[C:4]([CH3:12])[C:3]([CH2:2][NH:1][C:14]2[C:15]3[C:16](=[N:20][N:21]([CH2:23][C:24]4[CH:25]=[CH:26][C:27]([CH2:30][N:31]5[CH:35]=[CH:34][CH:33]=[N:32]5)=[CH:28][CH:29]=4)[CH:22]=3)[N:17]=[CH:18][N:19]=2)=[C:8]([OH:9])[CH:7]=1. The catalyst class is: 44.